This data is from HIV replication inhibition screening data with 41,000+ compounds from the AIDS Antiviral Screen. The task is: Binary Classification. Given a drug SMILES string, predict its activity (active/inactive) in a high-throughput screening assay against a specified biological target. The drug is ClC(Cl)(Cl)C1CCOC1n1nc2ccccc2n1. The result is 0 (inactive).